From a dataset of Retrosynthesis with 50K atom-mapped reactions and 10 reaction types from USPTO. Predict the reactants needed to synthesize the given product. (1) Given the product CCOC(=O)CCc1cn(Cc2ccc(OCc3ccc4ccccc4n3)nc2)nc1-c1ccccc1, predict the reactants needed to synthesize it. The reactants are: CCOC(=O)CCc1c[nH]nc1-c1ccccc1.ClCc1ccc(OCc2ccc3ccccc3n2)nc1. (2) Given the product Fc1ccc(-c2nccs2)cc1, predict the reactants needed to synthesize it. The reactants are: Brc1nccs1.OB(O)c1ccc(F)cc1. (3) Given the product Cc1ccccc1C(O)c1cncnc1C(C)(C)C, predict the reactants needed to synthesize it. The reactants are: Cc1ccccc1C(=O)c1cncnc1C(C)(C)C. (4) Given the product Cc1cccc(Cn2nc(C)c3c(NC(=O)c4cnc5cc(OCCN6CCN(C(=O)OC(C)(C)C)CC6)ccn45)cccc32)n1, predict the reactants needed to synthesize it. The reactants are: CC(C)(C)OC(=O)N1CCN(CCO)CC1.Cc1cccc(Cn2nc(C)c3c(NC(=O)c4cnc5cc(F)ccn45)cccc32)n1.